Dataset: Reaction yield outcomes from USPTO patents with 853,638 reactions. Task: Predict the reaction yield, written as a fraction of the theoretical maximum amount of product (1.0 means a 100% yield; for example, 0.34 means a 34% yield). (1) The reactants are [NH2:1][C:2]1[C:7]([NH2:8])=[C:6]([O:9][C:10]2[CH:15]=[CH:14][C:13]([NH:16]C(=O)OC(C)(C)C)=[CH:12][CH:11]=2)[CH:5]=[CH:4][N:3]=1.[C:24](OCC)(=[O:30])[C:25](OCC)=[O:26]. No catalyst specified. The product is [NH2:16][C:13]1[CH:12]=[CH:11][C:10]([O:9][C:6]2[C:7]3[NH:8][C:25](=[O:26])[C:24](=[O:30])[NH:1][C:2]=3[N:3]=[CH:4][CH:5]=2)=[CH:15][CH:14]=1. The yield is 0.250. (2) The reactants are Cl[C:2]1[C:3](=[O:8])[NH:4][CH2:5][CH2:6][CH:7]=1.[NH:9]1[CH2:14][CH2:13][O:12][CH2:11][CH2:10]1.C(N(CC)CC)C. The catalyst is C1COCC1. The product is [N:9]1([C:2]2[C:3](=[O:8])[NH:4][CH2:5][CH2:6][CH:7]=2)[CH2:14][CH2:13][O:12][CH2:11][CH2:10]1. The yield is 0.430. (3) The reactants are [CH3:1][O:2][C:3]1[CH:8]=[CH:7][C:6]([C:9]2[C:14]([C:15]3[CH:20]=[CH:19][C:18]([O:21][CH3:22])=[CH:17][CH:16]=3)=[N:13][N:12]([CH2:23][CH2:24]O)[C:11](=[O:26])[CH:10]=2)=[CH:5][CH:4]=1.[Cl-].[NH:28]1[CH2:33][CH2:32][O:31][CH2:30][CH2:29]1. No catalyst specified. The product is [CH3:1][O:2][C:3]1[CH:8]=[CH:7][C:6]([C:9]2[C:14]([C:15]3[CH:16]=[CH:17][C:18]([O:21][CH3:22])=[CH:19][CH:20]=3)=[N:13][N:12]([CH2:23][CH2:24][N:28]3[CH2:33][CH2:32][O:31][CH2:30][CH2:29]3)[C:11](=[O:26])[CH:10]=2)=[CH:5][CH:4]=1. The yield is 0.426. (4) The reactants are [Br:1][C:2]1[CH:3]=[C:4]([N+:12]([O-:14])=[O:13])[C:5]2[N:9]=[C:8]([CH3:10])[NH:7][C:6]=2[CH:11]=1.BrC1NC2C=CC=CC=2N=1.Br[CH2:26][C:27]1[CH:32]=[CH:31][CH:30]=[CH:29][CH:28]=1.C([O-])([O-])=O.[K+].[K+]. The catalyst is CN(C=O)C. The product is [Br:1][C:2]1[CH:3]=[C:4]([N+:12]([O-:14])=[O:13])[C:5]2[N:9]=[C:8]([CH3:10])[N:7]([CH2:26][C:27]3[CH:32]=[CH:31][CH:30]=[CH:29][CH:28]=3)[C:6]=2[CH:11]=1. The yield is 0.930. (5) The reactants are [OH:1][C:2]1[CH:12]=[CH:11][C:5]([C:6]([O:8][CH2:9][CH3:10])=[O:7])=[CH:4][CH:3]=1.C([O-])([O-])=O.[K+].[K+].Br[CH2:20][CH:21]=[CH2:22]. The catalyst is CC(C)=O. The product is [CH2:22]([O:1][C:2]1[CH:3]=[CH:4][C:5]([C:6]([O:8][CH2:9][CH3:10])=[O:7])=[CH:11][CH:12]=1)[CH:21]=[CH2:20]. The yield is 0.960. (6) The reactants are [Br:1][CH2:2][C:3]([C:5]1[CH:10]=[CH:9][C:8]([F:11])=[CH:7][CH:6]=1)=[O:4].[NH2:12][C:13]1[O:14][CH:15]=[CH:16][N:17]=1. The catalyst is O1CCCC1.C(#N)C. The product is [BrH:1].[F:11][C:8]1[CH:9]=[CH:10][C:5]([C:3](=[O:4])[CH2:2][N:17]2[CH:16]=[CH:15][O:14][C:13]2=[NH:12])=[CH:6][CH:7]=1. The yield is 0.770.